From a dataset of Forward reaction prediction with 1.9M reactions from USPTO patents (1976-2016). Predict the product of the given reaction. (1) Given the reactants C([O:8][C:9]1[CH:14]=[CH:13][C:12]([C:15]2[CH:20]=[C:19]([O:21][CH:22]3[CH2:27][CH2:26][N:25]([CH3:28])[CH2:24][CH2:23]3)[N:18]=[N:17][C:16]=2[CH2:29][CH2:30][CH2:31][CH3:32])=[CH:11][CH:10]=1)C1C=CC=CC=1, predict the reaction product. The product is: [CH2:29]([C:16]1[N:17]=[N:18][C:19]([O:21][CH:22]2[CH2:23][CH2:24][N:25]([CH3:28])[CH2:26][CH2:27]2)=[CH:20][C:15]=1[C:12]1[CH:11]=[CH:10][C:9]([OH:8])=[CH:14][CH:13]=1)[CH2:30][CH2:31][CH3:32]. (2) Given the reactants [NH:1]1[CH2:6][CH2:5][O:4][CH2:3][CH2:2]1.Cl[C:8]1[CH:17]=[CH:16][C:15]([N+:18]([O-:20])=[O:19])=[C:14]2[C:9]=1[CH:10]=[CH:11][CH:12]=[N:13]2, predict the reaction product. The product is: [N:1]1([C:8]2[CH:17]=[CH:16][C:15]([N+:18]([O-:20])=[O:19])=[C:14]3[C:9]=2[CH:10]=[CH:11][CH:12]=[N:13]3)[CH2:6][CH2:5][O:4][CH2:3][CH2:2]1. (3) Given the reactants [OH-].[Li+].[OH:3][C@H:4]([C@H:9]1[O:14][C:13]([CH3:16])([CH3:15])[CH2:12][N:11]([CH2:17][C:18]2[CH:23]=[CH:22][C:21]([O:24][CH3:25])=[CH:20][CH:19]=2)[C:10]1=[O:26])[C:5]([O:7]C)=[O:6].Cl, predict the reaction product. The product is: [OH:3][C@H:4]([C@H:9]1[O:14][C:13]([CH3:16])([CH3:15])[CH2:12][N:11]([CH2:17][C:18]2[CH:19]=[CH:20][C:21]([O:24][CH3:25])=[CH:22][CH:23]=2)[C:10]1=[O:26])[C:5]([OH:7])=[O:6]. (4) Given the reactants C(N1C=CN=C1)(N1C=CN=C1)=O.[C:13]([O:17][C:18]([NH:20][C:21]([CH3:26])([CH3:25])[C:22]([OH:24])=O)=[O:19])([CH3:16])([CH3:15])[CH3:14].C(N(CC)C(C)C)(C)C.[Br:36][C:37]1[C:38]([NH2:44])=[N:39][CH:40]=[C:41]([Br:43])[N:42]=1, predict the reaction product. The product is: [Br:36][C:37]1[C:38]([NH:44][C:22](=[O:24])[C:21]([NH:20][C:18](=[O:19])[O:17][C:13]([CH3:14])([CH3:15])[CH3:16])([CH3:26])[CH3:25])=[N:39][CH:40]=[C:41]([Br:43])[N:42]=1. (5) Given the reactants [CH:1](=O)[CH3:2].Cl.[CH2:5]([O:12][NH2:13])[C:6]1[CH:11]=[CH:10][CH:9]=[CH:8][CH:7]=1, predict the reaction product. The product is: [CH2:5]([O:12][NH:13][CH:1]=[CH2:2])[C:6]1[CH:11]=[CH:10][CH:9]=[CH:8][CH:7]=1.